Dataset: Full USPTO retrosynthesis dataset with 1.9M reactions from patents (1976-2016). Task: Predict the reactants needed to synthesize the given product. (1) Given the product [Cl:10][C:8]1[C:7]([O:11][CH3:12])=[CH:6][C:5]([O:13][CH2:14][CH2:15][N:16]2[CH2:17][C:18]3([CH2:23][CH2:22][N:21]([CH2:24][C:25]4[CH:30]=[CH:29][C:28]([F:31])=[CH:27][CH:26]=4)[CH2:20][CH2:19]3)[O:32][C:33]2=[O:35])=[C:4]([CH:9]=1)[C:3]([NH:38][CH3:37])=[O:36], predict the reactants needed to synthesize it. The reactants are: CO[C:3](=[O:36])[C:4]1[CH:9]=[C:8]([Cl:10])[C:7]([O:11][CH3:12])=[CH:6][C:5]=1[O:13][CH2:14][CH2:15][NH:16][CH2:17][C:18]1([O:32][C:33](=[O:35])C)[CH2:23][CH2:22][N:21]([CH2:24][C:25]2[CH:30]=[CH:29][C:28]([F:31])=[CH:27][CH:26]=2)[CH2:20][CH2:19]1.[CH3:37][NH2:38]. (2) Given the product [OH:4][CH2:5][C:6]1[N:10]([CH3:11])[C:9]2[C:12]([N:16]3[CH2:17][CH2:18][N:19]([C:22]([O:24][C:25]([CH3:28])([CH3:27])[CH3:26])=[O:23])[CH2:20][CH2:21]3)=[CH:13][CH:14]=[CH:15][C:8]=2[N:7]=1, predict the reactants needed to synthesize it. The reactants are: C([O:4][CH2:5][C:6]1[N:10]([CH3:11])[C:9]2[C:12]([N:16]3[CH2:21][CH2:20][N:19]([C:22]([O:24][C:25]([CH3:28])([CH3:27])[CH3:26])=[O:23])[CH2:18][CH2:17]3)=[CH:13][CH:14]=[CH:15][C:8]=2[N:7]=1)(=O)C.C(=O)([O-])[O-].[Cs+].[Cs+]. (3) Given the product [NH2:20][C:10]1[CH:11]=[C:12]([NH:15][C:16](=[O:19])[O:17][CH3:18])[CH:13]=[CH:14][C:9]=1[NH:8][CH2:7][CH:2]1[CH2:3][O:4][CH2:5][CH2:6][O:1]1, predict the reactants needed to synthesize it. The reactants are: [O:1]1[CH2:6][CH2:5][O:4][CH2:3][CH:2]1[CH2:7][NH:8][C:9]1[CH:14]=[CH:13][C:12]([NH:15][C:16](=[O:19])[O:17][CH3:18])=[CH:11][C:10]=1[N+:20]([O-])=O. (4) Given the product [Cl:20][C:21]1[CH:26]=[C:25]([Cl:27])[CH:24]=[CH:23][C:22]=1[C:2]1[C:7]([CH2:8][CH3:9])=[N:6][C:5]([N:10]2[CH2:14][CH2:13][CH2:12][C@@H:11]2[CH2:15][O:16][CH3:17])=[C:4]([CH2:18][CH3:19])[N:3]=1, predict the reactants needed to synthesize it. The reactants are: Br[C:2]1[C:7]([CH2:8][CH3:9])=[N:6][C:5]([N:10]2[CH2:14][CH2:13][CH2:12][C@@H:11]2[CH2:15][O:16][CH3:17])=[C:4]([CH2:18][CH3:19])[N:3]=1.[Cl:20][C:21]1[CH:26]=[C:25]([Cl:27])[CH:24]=[CH:23][C:22]=1B(O)O.C([O-])([O-])=O.[Na+].[Na+].C1C=CC=CC=1.